This data is from Forward reaction prediction with 1.9M reactions from USPTO patents (1976-2016). The task is: Predict the product of the given reaction. (1) Given the reactants [C:1]([CH2:3][C:4]1[CH:13]=[CH:12][CH:11]=[CH:10][C:5]=1[C:6]([O:8]C)=[O:7])#[N:2].[OH-].[Na+].Cl, predict the reaction product. The product is: [C:1]([CH2:3][C:4]1[CH:13]=[CH:12][CH:11]=[CH:10][C:5]=1[C:6]([OH:8])=[O:7])#[N:2]. (2) Given the reactants [C:14]1(P([C:14]2[CH:19]=[CH:18][CH:17]=[CH:16][CH:15]=2)[C:14]2[CH:19]=[CH:18][CH:17]=[CH:16][CH:15]=2)[CH:19]=[CH:18][CH:17]=[CH:16][CH:15]=1.CN(C)C(=O)C.Cl[C:27]1[CH:32]=[CH:31][CH:30]=[C:29]([CH3:33])[CH:28]=1.Cl, predict the reaction product. The product is: [CH:19]1[C:14]2[CH2:33][C:29]3[C:28](=[CH:27][CH:32]=[CH:31][CH:30]=3)[C:15]=2[CH:16]=[CH:17][CH:18]=1. (3) Given the reactants N1(C2N=CC(CC(O)=O)=CC=2)C=NN=N1.[N:16]1([C:21]2[CH:22]=[CH:23][C:24]([CH2:27][C:28]([OH:30])=[O:29])=[N:25][CH:26]=2)[CH:20]=[N:19][N:18]=[N:17]1.[Cl:31]C1C(Cl)=CC([N+]([O-])=O)=CN=1, predict the reaction product. The product is: [Cl:31][C:23]1[C:24]([CH2:27][C:28]([OH:30])=[O:29])=[N:25][CH:26]=[C:21]([N:16]2[CH:20]=[N:19][N:18]=[N:17]2)[CH:22]=1. (4) Given the reactants [NH:1]1[C:9]2[C:4](=[CH:5][CH:6]=[C:7]([C:10]([NH:12][C@@H:13]([C:17]([N:19]3[CH2:24][CH2:23][CH:22]([CH:25]4[CH2:30][CH2:29][N:28]([CH3:31])[CH2:27][CH2:26]4)[CH2:21][CH2:20]3)=[O:18])[CH:14]([CH3:16])[CH3:15])=[O:11])[CH:8]=2)[CH:3]=[CH:2]1.[ClH:32], predict the reaction product. The product is: [ClH:32].[NH:1]1[C:9]2[C:4](=[CH:5][CH:6]=[C:7]([C:10]([NH:12][C@@H:13]([C:17]([N:19]3[CH2:24][CH2:23][CH:22]([CH:25]4[CH2:26][CH2:27][N:28]([CH3:31])[CH2:29][CH2:30]4)[CH2:21][CH2:20]3)=[O:18])[CH:14]([CH3:15])[CH3:16])=[O:11])[CH:8]=2)[CH:3]=[CH:2]1. (5) Given the reactants I[C:2]1[C:10]2[C:5](=[CH:6][CH:7]=[C:8]([NH:11][C:12](=[O:22])[C@H:13]([O:20][CH3:21])[C:14]3[CH:19]=[CH:18][CH:17]=[CH:16][CH:15]=3)[CH:9]=2)[NH:4][N:3]=1.[F:23][CH:24]1[CH:29]([O:30][C:31]2[CH:36]=[CH:35][C:34](B(O)O)=[CH:33][CH:32]=2)[CH2:28][CH2:27][N:26]([CH3:40])[CH2:25]1, predict the reaction product. The product is: [F:23][C@@H:24]1[C@H:29]([O:30][C:31]2[CH:32]=[CH:33][C:34]([C:2]3[C:10]4[C:5](=[CH:6][CH:7]=[C:8]([NH:11][C:12](=[O:22])[C@H:13]([O:20][CH3:21])[C:14]5[CH:19]=[CH:18][CH:17]=[CH:16][CH:15]=5)[CH:9]=4)[NH:4][N:3]=3)=[CH:35][CH:36]=2)[CH2:28][CH2:27][N:26]([CH3:40])[CH2:25]1.